From a dataset of Forward reaction prediction with 1.9M reactions from USPTO patents (1976-2016). Predict the product of the given reaction. (1) The product is: [CH:15]1([CH:18]=[N:7][S@@:5]([C:2]([CH3:4])([CH3:3])[CH3:1])=[O:6])[CH2:17][CH2:16]1. Given the reactants [CH3:1][C:2]([S@:5]([NH2:7])=[O:6])([CH3:4])[CH3:3].CC(S(N)=O)(C)C.[CH:15]1([CH:18]=O)[CH2:17][CH2:16]1.C1(C=O)CCCCC1, predict the reaction product. (2) Given the reactants Cl.[CH2:2]([NH:4][C:5]1[CH:6]=[N:7][O:8][C:9]=1[CH3:10])[CH3:3].C(Cl)Cl.[CH:14]1([C:17](Cl)=[O:18])[CH2:16][CH2:15]1, predict the reaction product. The product is: [CH2:2]([N:4]([C:5]1[CH:6]=[N:7][O:8][C:9]=1[CH3:10])[C:17]([CH:14]1[CH2:16][CH2:15]1)=[O:18])[CH3:3]. (3) The product is: [C:14]1([C:23]2[CH:24]=[CH:25][CH:26]=[CH:27][CH:28]=2)[CH:15]=[CH:16][C:17]([C:20]([N:11]2[CH2:10][CH2:9][N:8]([C:1]([O:3][C:4]([CH3:7])([CH3:6])[CH3:5])=[O:2])[CH2:13][CH2:12]2)=[O:21])=[CH:18][CH:19]=1. Given the reactants [C:1]([N:8]1[CH2:13][CH2:12][NH:11][CH2:10][CH2:9]1)([O:3][C:4]([CH3:7])([CH3:6])[CH3:5])=[O:2].[C:14]1([C:23]2[CH:28]=[CH:27][CH:26]=[CH:25][CH:24]=2)[CH:19]=[CH:18][C:17]([C:20](Cl)=[O:21])=[CH:16][CH:15]=1.C(N(C(C)C)CC)(C)C, predict the reaction product. (4) Given the reactants [CH3:1][C:2]1([CH3:8])[CH2:6][CH2:5][CH2:4][C:3]1=O.[NH2:9][C:10]1[CH:18]=[CH:17][C:16]([Cl:19])=[CH:15][C:11]=1[C:12](O)=O.O=P(Cl)(Cl)[Cl:22], predict the reaction product. The product is: [Cl:19][C:16]1[CH:17]=[CH:18][C:10]2[N:9]=[C:3]3[C:2]([CH3:8])([CH3:1])[CH2:6][CH2:5][C:4]3=[C:12]([Cl:22])[C:11]=2[CH:15]=1. (5) Given the reactants [Cl:1][C:2]1[CH:11]=[C:10]2[C:5]([C:6]([CH3:12])=[CH:7][CH:8]=[N:9]2)=[CH:4][CH:3]=1.C[I:14].[CH2:15](OCC)C, predict the reaction product. The product is: [I-:14].[Cl:1][C:2]1[CH:11]=[C:10]2[C:5]([C:6]([CH3:12])=[CH:7][CH:8]=[N+:9]2[CH3:15])=[CH:4][CH:3]=1. (6) Given the reactants FC1C=CC(C(O)=O)=C(OCCC(N=C=O)OC(C)(C)C)C=1.[F:23][C:24]1[CH:33]=[CH:32][C:27]([C:28]([O:30]C)=[O:29])=[C:26]([O:34][CH2:35][CH2:36][CH2:37][NH:38][C:39]([O:41][C:42]([CH3:45])([CH3:44])[CH3:43])=[O:40])[CH:25]=1, predict the reaction product. The product is: [F:23][C:24]1[CH:33]=[CH:32][C:27]([C:28]([OH:30])=[O:29])=[C:26]([O:34][CH2:35][CH2:36][CH2:37][NH:38][C:39]([O:41][C:42]([CH3:45])([CH3:44])[CH3:43])=[O:40])[CH:25]=1. (7) The product is: [CH3:26][N:27]([CH3:33])[CH:28]1[CH2:32][CH2:31][N:30]([C:23]([C:22]2[N:17]3[CH:18]=[CH:19][CH:20]=[CH:21][C:16]3=[N:15][C:14]=2[CH2:13][N:2]([CH3:1])[CH:3]2[C:12]3[N:11]=[CH:10][CH:9]=[CH:8][C:7]=3[CH2:6][CH2:5][CH2:4]2)=[O:25])[CH2:29]1. Given the reactants [CH3:1][N:2]([CH2:13][C:14]1[N:15]=[C:16]2[CH:21]=[CH:20][CH:19]=[CH:18][N:17]2[C:22]=1[C:23]([OH:25])=O)[CH:3]1[C:12]2[N:11]=[CH:10][CH:9]=[CH:8][C:7]=2[CH2:6][CH2:5][CH2:4]1.[CH3:26][N:27]([CH3:33])[CH:28]1[CH2:32][CH2:31][NH:30][CH2:29]1.O.ON1C2C=CC=CC=2N=N1.Cl.CN(C)CCCN=C=NCC.FC(F)(F)C(O)=O, predict the reaction product. (8) Given the reactants [CH:1]([C:3]1[CH:8]=[CH:7][C:6]([N:9]2[CH:17]=[C:16]3[C:11]([C:12]([C:18]([NH2:20])=[O:19])=[CH:13][CH:14]=[CH:15]3)=[N:10]2)=[CH:5][CH:4]=1)=[O:2].CC(=CC)C.[O-:26][Cl:27]=O.[Na+], predict the reaction product. The product is: [NH2:20][C:18]([C:12]1[C:11]2[C:16](=[CH:17][N:9]([C:6]3[CH:5]=[CH:4][C:3]([C:1]([OH:26])=[O:2])=[CH:8][CH:7]=3)[N:10]=2)[CH:15]=[CH:14][CH:13]=1)=[O:19].[ClH:27]. (9) Given the reactants [NH2:1][C@@H:2]1[C:16](=[O:17])[N:15]2[CH2:18][C@H:19]([O:21][C:22]3[C:23]4[S:37][CH:36]=[CH:35][C:24]=4[N:25]=[C:26]([C:28]4[N:32]([CH3:33])[N:31]=[C:30]([CH3:34])[CH:29]=4)[N:27]=3)[CH2:20][C@H:14]2[C:13](=[O:38])[NH:12][C@:11]2([C:40]([O:42][CH3:43])=[O:41])[CH2:39][C@H:10]2[CH:9]=[CH:8][CH2:7][CH2:6][CH2:5][CH2:4][CH2:3]1.[CH:44]1([CH2:47][C:48](O)=[O:49])[CH2:46][CH2:45]1.C(N(C(C)C)CC)(C)C.CN(C(ON1N=NC2C=CC=NC1=2)=[N+](C)C)C.F[P-](F)(F)(F)(F)F.C(=O)(O)[O-].[Na+], predict the reaction product. The product is: [CH:44]1([CH2:47][C:48]([NH:1][C@@H:2]2[C:16](=[O:17])[N:15]3[CH2:18][C@H:19]([O:21][C:22]4[C:23]5[S:37][CH:36]=[CH:35][C:24]=5[N:25]=[C:26]([C:28]5[N:32]([CH3:33])[N:31]=[C:30]([CH3:34])[CH:29]=5)[N:27]=4)[CH2:20][C@H:14]3[C:13](=[O:38])[NH:12][C@:11]3([C:40]([O:42][CH3:43])=[O:41])[CH2:39][C@H:10]3[CH:9]=[CH:8][CH2:7][CH2:6][CH2:5][CH2:4][CH2:3]2)=[O:49])[CH2:46][CH2:45]1. (10) Given the reactants [N+:1]([C:4]1[CH:9]=[CH:8][C:7]([O:10][CH2:11][C:12]#[CH:13])=[CH:6][CH:5]=1)([O-])=O, predict the reaction product. The product is: [CH2:11]([O:10][C:7]1[CH:8]=[CH:9][C:4]([NH2:1])=[CH:5][CH:6]=1)[C:12]#[CH:13].